Dataset: Catalyst prediction with 721,799 reactions and 888 catalyst types from USPTO. Task: Predict which catalyst facilitates the given reaction. (1) Reactant: I[CH2:2][CH2:3][O:4][CH2:5][CH2:6][O:7][CH2:8][CH2:9][O:10][CH2:11][CH2:12][P:13](=[O:20])([O:17][CH2:18][CH3:19])[O:14][CH2:15][CH3:16].[N-:21]=[N+:22]=[N-:23].[Na+]. Product: [N:21]([CH2:2][CH2:3][O:4][CH2:5][CH2:6][O:7][CH2:8][CH2:9][O:10][CH2:11][CH2:12][P:13](=[O:20])([O:17][CH2:18][CH3:19])[O:14][CH2:15][CH3:16])=[N+:22]=[N-:23]. The catalyst class is: 3. (2) Reactant: Br[C:2]1[CH:11]=[CH:10][C:9]2[C:4](=[CH:5][CH:6]=[C:7]([O:12][CH:13]3[CH2:18][CH2:17][CH:16]([C:19]([CH3:22])([CH3:21])[CH3:20])[CH2:15][CH2:14]3)[CH:8]=2)[CH:3]=1.[F:23][C:24]([F:32])([F:31])[C:25](N(OC)C)=[O:26]. Product: [C:19]([CH:16]1[CH2:15][CH2:14][CH:13]([O:12][C:7]2[CH:8]=[C:9]3[C:4](=[CH:5][CH:6]=2)[CH:3]=[C:2]([C:25](=[O:26])[C:24]([F:32])([F:31])[F:23])[CH:11]=[CH:10]3)[CH2:18][CH2:17]1)([CH3:20])([CH3:21])[CH3:22]. The catalyst class is: 1. (3) The catalyst class is: 205. Reactant: [N:12]1[C:14]2[C:5](=[CH:6][CH:7]=[C:8]3[C:13]=2[N:12]=[CH:14][CH:5]=[CH:6]3)[CH:7]=[CH:8][CH:13]=1.[C:15]([O-])([O-])=[O:16].[Cs+].[Cs+].IC1C=C(C=CC=1)N.CO. Product: [CH3:15][O:16][C:5]1[CH:14]=[C:13]([CH:8]=[CH:7][CH:6]=1)[NH2:12]. (4) Reactant: [NH2:1][C:2]1[CH:3]=[C:4]([C@:7]2([CH3:18])[CH2:12][C@@H:11]([C:13]([F:16])([F:15])[F:14])[O:10][C:9]([NH2:17])=[N:8]2)[S:5][CH:6]=1.[Cl:19][C:20]1[CH:21]=[CH:22][C:23]([C:26](O)=[O:27])=[N:24][CH:25]=1.C(P1(=O)OP(=O)(CCC)OP(=O)(CCC)O1)CC. Product: [NH2:17][C:9]1[O:10][C@H:11]([C:13]([F:16])([F:15])[F:14])[CH2:12][C@:7]([C:4]2[S:5][CH:6]=[C:2]([NH:1][C:26](=[O:27])[C:23]3[CH:22]=[CH:21][C:20]([Cl:19])=[CH:25][N:24]=3)[CH:3]=2)([CH3:18])[N:8]=1. The catalyst class is: 25. (5) Reactant: C([N:8]1[CH2:13][CH:12]=[C:11]([C:14]2[CH:19]=[CH:18][C:17]([C:20]([F:23])([F:22])[F:21])=[CH:16][CH:15]=2)[CH2:10][CH2:9]1)C1C=CC=CC=1.[H][H]. Product: [F:23][C:20]([F:21])([F:22])[C:17]1[CH:16]=[CH:15][C:14]([CH:11]2[CH2:10][CH2:9][NH:8][CH2:13][CH2:12]2)=[CH:19][CH:18]=1. The catalyst class is: 285. (6) Reactant: [NH2:1][CH2:2][CH:3]1[CH2:8][CH2:7][NH:6][CH2:5][CH2:4]1.C(=O)C1C=CC=CC=1.[C:17](O[C:17]([O:19][C:20]([CH3:23])([CH3:22])[CH3:21])=[O:18])([O:19][C:20]([CH3:23])([CH3:22])[CH3:21])=[O:18].S([O-])(O)(=O)=O.[K+]. Product: [C:17]([N:6]1[CH2:7][CH2:8][CH:3]([CH2:2][NH2:1])[CH2:4][CH2:5]1)([O:19][C:20]([CH3:23])([CH3:22])[CH3:21])=[O:18]. The catalyst class is: 11.